Dataset: Forward reaction prediction with 1.9M reactions from USPTO patents (1976-2016). Task: Predict the product of the given reaction. (1) Given the reactants Br[C:2]1[S:3][C:4]([C:7]2[CH:12]=[CH:11][C:10]([Br:13])=[CH:9][C:8]=2[Cl:14])=[N:5][N:6]=1.BrC1S[C:19]([N:21](C)[CH:22]2[CH2:27][C:26]([CH3:29])([CH3:28])[NH:25][C:24]([CH3:31])([CH3:30])[CH2:23]2)=NN=1, predict the reaction product. The product is: [Br:13][C:10]1[CH:11]=[CH:12][C:7]([C:4]2[S:3][C:2]([N:21]([CH3:19])[CH:22]3[CH2:23][C:24]([CH3:30])([CH3:31])[NH:25][C:26]([CH3:29])([CH3:28])[CH2:27]3)=[N:6][N:5]=2)=[C:8]([Cl:14])[CH:9]=1. (2) Given the reactants [CH3:1][C:2]1[CH:7]=[C:6]([N+:8]([O-:10])=[O:9])[C:5]([O:11][CH3:12])=[CH:4][C:3]=1[N:13]1[CH2:18][CH2:17][CH:16]([CH2:19][CH2:20]O)[CH2:15][CH2:14]1.C1(P(C2C=CC=CC=2)C2C=CC=CC=2)C=CC=CC=1.N1C=CN=C1.[I:46]I, predict the reaction product. The product is: [I:46][CH2:20][CH2:19][CH:16]1[CH2:17][CH2:18][N:13]([C:3]2[CH:4]=[C:5]([O:11][CH3:12])[C:6]([N+:8]([O-:10])=[O:9])=[CH:7][C:2]=2[CH3:1])[CH2:14][CH2:15]1. (3) The product is: [CH3:44][C:45]1[CH:50]=[C:49]([CH3:51])[CH:48]=[C:47]([CH3:52])[C:46]=1[S:53]([O:8][C:6]1[C:5]([CH2:9][C:10]2[CH:32]=[CH:31][C:13]([O:14][CH2:15][CH2:16][O:17][CH2:18][CH2:19][C:20]([P:23]([O:24][CH2:25][CH3:26])([O:27][CH2:28][CH3:29])=[O:30])([F:21])[F:22])=[CH:12][C:11]=2[O:33][CH3:34])=[C:4]([CH3:35])[N:3]=[C:2]([NH2:1])[N:7]=1)(=[O:54])=[O:55]. Given the reactants [NH2:1][C:2]1[N:7]=[C:6]([OH:8])[C:5]([CH2:9][C:10]2[CH:32]=[CH:31][C:13]([O:14][CH2:15][CH2:16][O:17][CH2:18][CH2:19][C:20]([P:23](=[O:30])([O:27][CH2:28][CH3:29])[O:24][CH2:25][CH3:26])([F:22])[F:21])=[CH:12][C:11]=2[O:33][CH3:34])=[C:4]([CH3:35])[N:3]=1.N12CCN(CC1)CC2.[CH3:44][C:45]1[CH:50]=[C:49]([CH3:51])[CH:48]=[C:47]([CH3:52])[C:46]=1[S:53](Cl)(=[O:55])=[O:54], predict the reaction product. (4) Given the reactants FC(F)(F)C(O)=O.C(OC([N:15]1[C:19](=[O:20])[CH2:18][C:17]2([CH2:25][CH2:24][C:23]([C:29]3[S:30][C:31]([Cl:34])=[CH:32][CH:33]=3)([N:26]([CH3:28])[CH3:27])[CH2:22][CH2:21]2)[CH2:16]1)=O)(C)(C)C, predict the reaction product. The product is: [Cl:34][C:31]1[S:30][C:29]([C:23]2([N:26]([CH3:28])[CH3:27])[CH2:22][CH2:21][C:17]3([CH2:16][NH:15][C:19](=[O:20])[CH2:18]3)[CH2:25][CH2:24]2)=[CH:33][CH:32]=1.